This data is from Full USPTO retrosynthesis dataset with 1.9M reactions from patents (1976-2016). The task is: Predict the reactants needed to synthesize the given product. (1) Given the product [C:11]([O:10][C:8]([N:5]1[CH2:6][CH2:7][C:2]([NH:1][C:25]([O:24][C:21]([CH3:23])([CH3:22])[CH3:20])=[O:26])([C:15]([OH:17])=[O:16])[CH2:3][CH2:4]1)=[O:9])([CH3:12])([CH3:13])[CH3:14], predict the reactants needed to synthesize it. The reactants are: [NH2:1][C:2]1([C:15]([OH:17])=[O:16])[CH2:7][CH2:6][N:5]([C:8]([O:10][C:11]([CH3:14])([CH3:13])[CH3:12])=[O:9])[CH2:4][CH2:3]1.[OH-].[Na+].[CH3:20][C:21]([O:24][C:25](O[C:25]([O:24][C:21]([CH3:23])([CH3:22])[CH3:20])=[O:26])=[O:26])([CH3:23])[CH3:22]. (2) Given the product [CH3:21][O:22][C:23]1[CH:28]=[C:27]([C:2]2[C:11]3[C:6](=[CH:7][CH:8]=[C:9]([O:12][CH3:13])[CH:10]=3)[CH:5]=[C:4]([NH:14][C:15]3[CH:19]=[C:18]([CH3:20])[NH:17][N:16]=3)[N:3]=2)[CH:26]=[CH:25][CH:24]=1, predict the reactants needed to synthesize it. The reactants are: Cl[C:2]1[C:11]2[C:6](=[CH:7][CH:8]=[C:9]([O:12][CH3:13])[CH:10]=2)[CH:5]=[C:4]([NH:14][C:15]2[CH:19]=[C:18]([CH3:20])[NH:17][N:16]=2)[N:3]=1.[CH3:21][O:22][C:23]1[CH:24]=[C:25](B(O)O)[CH:26]=[CH:27][CH:28]=1.